This data is from Peptide-MHC class II binding affinity with 134,281 pairs from IEDB. The task is: Regression. Given a peptide amino acid sequence and an MHC pseudo amino acid sequence, predict their binding affinity value. This is MHC class II binding data. (1) The peptide sequence is IHRIRTLIGQEKYTDHHHHHH. The MHC is DRB1_0701 with pseudo-sequence DRB1_0701. The binding affinity (normalized) is 0.337. (2) The MHC is DRB1_0801 with pseudo-sequence DRB1_0801. The peptide sequence is VKINDKCPSTGEAHL. The binding affinity (normalized) is 0. (3) The peptide sequence is FRDYVDRFYKTLRAEQAS. The MHC is DRB1_0103 with pseudo-sequence DRB1_0103. The binding affinity (normalized) is 0.233. (4) The peptide sequence is VLAPYMPDVLEKLEL. The MHC is HLA-DQA10201-DQB10303 with pseudo-sequence HLA-DQA10201-DQB10303. The binding affinity (normalized) is 0.431.